This data is from NCI-60 drug combinations with 297,098 pairs across 59 cell lines. The task is: Regression. Given two drug SMILES strings and cell line genomic features, predict the synergy score measuring deviation from expected non-interaction effect. Drug 1: CC12CCC(CC1=CCC3C2CCC4(C3CC=C4C5=CN=CC=C5)C)O. Drug 2: CC1=C2C(C(=O)C3(C(CC4C(C3C(C(C2(C)C)(CC1OC(=O)C(C(C5=CC=CC=C5)NC(=O)OC(C)(C)C)O)O)OC(=O)C6=CC=CC=C6)(CO4)OC(=O)C)OC)C)OC. Cell line: UACC62. Synergy scores: CSS=47.0, Synergy_ZIP=11.4, Synergy_Bliss=11.3, Synergy_Loewe=-7.61, Synergy_HSA=12.3.